From a dataset of Catalyst prediction with 721,799 reactions and 888 catalyst types from USPTO. Predict which catalyst facilitates the given reaction. (1) Reactant: Cl[C:2]1[O:3][C:4]([C:7]([O:9]CC)=[O:8])=[CH:5][N:6]=1.[CH3:12][O-:13].[Na+].[OH-].[Na+]. Product: [CH3:12][O:13][C:2]1[O:3][C:4]([C:7]([OH:9])=[O:8])=[CH:5][N:6]=1. The catalyst class is: 881. (2) Reactant: [C:1]([O:5][C:6]([N:8]1[CH2:12][C@@H:11]([OH:13])[CH2:10][C@H:9]1[C:14]([OH:16])=O)=[O:7])([CH3:4])([CH3:3])[CH3:2].CCN=C=NCCCN(C)C.C1C=CC2N(O)N=NC=2C=1.[CH3:38][O:39][C:40]1[C:44]([CH2:45][NH2:46])=[CH:43][N:42]([C:47]2[CH:52]=[CH:51][C:50]([C:53]([F:56])([F:55])[F:54])=[CH:49][CH:48]=2)[N:41]=1. Product: [OH:13][C@@H:11]1[CH2:12][N:8]([C:6]([O:5][C:1]([CH3:2])([CH3:3])[CH3:4])=[O:7])[C@H:9]([C:14](=[O:16])[NH:46][CH2:45][C:44]2[C:40]([O:39][CH3:38])=[N:41][N:42]([C:47]3[CH:48]=[CH:49][C:50]([C:53]([F:56])([F:54])[F:55])=[CH:51][CH:52]=3)[CH:43]=2)[CH2:10]1. The catalyst class is: 229. (3) Product: [N+:1]([C:4]1[CH:9]=[CH:8][CH:7]=[CH:6][C:5]=1[CH2:10][C:18](=[O:25])[CH2:19][CH2:20][C:21]([O:23][CH3:24])=[O:22])([O-:3])=[O:2]. Reactant: [N+:1]([C:4]1[CH:9]=[CH:8][CH:7]=[CH:6][C:5]=1[CH:10]([C:18](=[O:25])[CH2:19][CH2:20][C:21]([O:23][CH3:24])=[O:22])C(OC(C)(C)C)=O)([O-:3])=[O:2].FC(F)(F)C(O)=O.C([SiH](CC)CC)C. The catalyst class is: 2. (4) Reactant: [C:1]([NH:18][CH2:19][C:20]([OH:22])=O)([O:3][CH2:4][CH:5]1[C:17]2[C:12](=[CH:13][CH:14]=[CH:15][CH:16]=2)[C:11]2[C:6]1=[CH:7][CH:8]=[CH:9][CH:10]=2)=[O:2].N1C=CC=CC=1.N1C(F)=NC(F)=NC=1[F:31]. Product: [C:1]([NH:18][CH2:19][C:20]([F:31])=[O:22])([O:3][CH2:4][CH:5]1[C:17]2[C:12](=[CH:13][CH:14]=[CH:15][CH:16]=2)[C:11]2[C:6]1=[CH:7][CH:8]=[CH:9][CH:10]=2)=[O:2]. The catalyst class is: 4. (5) Reactant: [Br:1][C:2]1[CH:3]=[C:4]2[C:9](=[CH:10][CH:11]=1)[C:8](=[O:12])[NH:7][C:6](=[O:13])[C:5]2=[CH:14]OC.CN(C)C=O.[N:22]1([CH2:28][CH2:29][NH2:30])[CH2:27][CH2:26][NH:25][CH2:24][CH2:23]1. Product: [Br:1][C:2]1[CH:3]=[C:4]2[C:9](=[CH:10][CH:11]=1)[C:8](=[O:12])[NH:7][C:6](=[O:13])/[C:5]/2=[CH:14]\[NH:30][CH2:29][CH2:28][N:22]1[CH2:27][CH2:26][NH:25][CH2:24][CH2:23]1. The catalyst class is: 28.